From a dataset of Forward reaction prediction with 1.9M reactions from USPTO patents (1976-2016). Predict the product of the given reaction. (1) Given the reactants [F:1][C:2]1[CH:7]=[C:6]([N+:8]([O-:10])=[O:9])[CH:5]=[CH:4][C:3]=1[S:11](Cl)(=[O:13])=[O:12].[NH2:15][C:16]1[C:17]([F:26])=[CH:18][C:19]2[CH2:23][O:22][B:21]([OH:24])[C:20]=2[CH:25]=1.N1C=CC=CC=1, predict the reaction product. The product is: [F:1][C:2]1[CH:7]=[C:6]([N+:8]([O-:10])=[O:9])[CH:5]=[CH:4][C:3]=1[S:11]([NH:15][C:16]1[C:17]([F:26])=[CH:18][C:19]2[CH2:23][O:22][B:21]([OH:24])[C:20]=2[CH:25]=1)(=[O:13])=[O:12]. (2) Given the reactants [Cl:1][C:2]1[CH:7]=[C:6]([Cl:8])[CH:5]=[CH:4][C:3]=1/[CH:9]=[C:10](/[N+:12]([O-:14])=[O:13])\[CH3:11].Cl.[CH3:16][O:17][NH2:18].C(N(CC)CC)C.O, predict the reaction product. The product is: [Cl:1][C:2]1[CH:7]=[C:6]([Cl:8])[CH:5]=[CH:4][C:3]=1[CH:9]([NH:18][O:17][CH3:16])[CH:10]([N+:12]([O-:14])=[O:13])[CH3:11].